Task: Predict the product of the given reaction.. Dataset: Forward reaction prediction with 1.9M reactions from USPTO patents (1976-2016) (1) Given the reactants S(=O)(=O)(O)O.CC(C)=[O:8].OS(O)(=O)=O.O=[Cr](=O)=O.[Cl:19][C:20]1[CH:21]=[C:22]([C@@H:26]2[C@@H:31]([C:32]3[CH:37]=[CH:36][C:35]([Cl:38])=[CH:34][CH:33]=3)[N:30]([CH2:39][CH:40]3[CH2:42][CH2:41]3)[C:29](=[O:43])[C:28]([CH2:52][CH2:53][OH:54])([CH2:44][CH2:45][N:46]3[CH2:51][CH2:50][O:49][CH2:48][CH2:47]3)[CH2:27]2)[CH:23]=[CH:24][CH:25]=1, predict the reaction product. The product is: [Cl:19][C:20]1[CH:21]=[C:22]([C@@H:26]2[C@@H:31]([C:32]3[CH:33]=[CH:34][C:35]([Cl:38])=[CH:36][CH:37]=3)[N:30]([CH2:39][CH:40]3[CH2:42][CH2:41]3)[C:29](=[O:43])[C@:28]([CH2:52][C:53]([OH:8])=[O:54])([CH2:44][CH2:45][N:46]3[CH2:47][CH2:48][O:49][CH2:50][CH2:51]3)[CH2:27]2)[CH:23]=[CH:24][CH:25]=1. (2) Given the reactants Cl.[C:2]([C@:5]12[C@@:12]3([CH3:30])[CH2:13][C@H:14]([OH:29])[C@@:15]4([F:28])[C@H:24]([C@@H:11]3[CH2:10][C@H:9]1[CH2:8][NH:7][CH2:6]2)[CH2:23][C@H:22]([F:25])[C:21]1[C@:16]4([CH3:27])[CH:17]=[CH:18][C:19](=[O:26])[CH:20]=1)(=[O:4])[CH3:3].[CH3:31][C:32]1[O:38][C:35]([CH:36]=O)=[CH:34][CH:33]=1.C(O)=O, predict the reaction product. The product is: [C:2]([C@:5]12[C@@:12]3([CH3:30])[CH2:13][C@H:14]([OH:29])[C@@:15]4([F:28])[C@H:24]([C@@H:11]3[CH2:10][C@H:9]1[CH2:8][N:7]([CH2:36][C:35]1[O:38][C:32]([CH3:31])=[CH:33][CH:34]=1)[CH2:6]2)[CH2:23][C@H:22]([F:25])[C:21]1[C@:16]4([CH3:27])[CH:17]=[CH:18][C:19](=[O:26])[CH:20]=1)(=[O:4])[CH3:3].